From a dataset of Forward reaction prediction with 1.9M reactions from USPTO patents (1976-2016). Predict the product of the given reaction. (1) Given the reactants COC1C=CC(C(Cl)=O)=CC=1.[CH3:12][O:13][C:14]1[CH:19]=[CH:18][C:17]([C:20]([N:22]=[C:23]=[S:24])=[O:21])=[CH:16][CH:15]=1.[CH3:25][O:26][C:27]1[CH:28]=[C:29]2[C:34](=[CH:35][C:36]=1[O:37][CH3:38])[N:33]=[CH:32][CH:31]=[C:30]2[O:39][C:40]1[CH:46]=[CH:45][C:43]([NH2:44])=[C:42]([CH3:47])[CH:41]=1.C1(C)C=CC=CC=1, predict the reaction product. The product is: [CH3:12][O:13][C:14]1[CH:15]=[CH:16][C:17]([C:20]([N:22]=[C:23]=[S:24])=[O:21])=[CH:18][CH:19]=1.[CH3:25][O:26][C:27]1[CH:28]=[C:29]2[C:34](=[CH:35][C:36]=1[O:37][CH3:38])[N:33]=[CH:32][CH:31]=[C:30]2[O:39][C:40]1[CH:46]=[CH:45][C:43]([NH:44][C:23]([NH:22][C:20](=[O:21])[C:17]2[CH:16]=[CH:15][C:14]([O:13][CH3:12])=[CH:19][CH:18]=2)=[S:24])=[C:42]([CH3:47])[CH:41]=1. (2) Given the reactants B1([C:12]2[O:16][CH:15]=[CH:14][CH:13]=2)OC(=O)CN(C)CC(=O)O1.Br[C:18]1[CH:23]=[CH:22][N:21]=[C:20]([O:24][CH3:25])[N:19]=1.C1(P(C2CCCCC2)C2C=CC=CC=2C2C(OC)=CC=CC=2OC)CCCCC1.P([O-])([O-])([O-])=O.[K+].[K+].[K+], predict the reaction product. The product is: [O:16]1[CH:15]=[CH:14][CH:13]=[C:12]1[C:18]1[CH:23]=[CH:22][N:21]=[C:20]([O:24][CH3:25])[N:19]=1. (3) Given the reactants N1([NH:10][C:11]([C:13]2[CH2:18][CH2:17][CH2:16][N:15]([CH2:19][CH2:20][CH2:21][CH2:22][N:23]3[CH2:28][CH2:27][N:26]([CH3:29])[CH2:25][CH2:24]3)[CH:14]=2)=[O:12])C2C(=CC=CC=2)C=C1.[C:30]([BH3-])#[N:31].[Na+].[OH-].[Na+].[ClH:36].C(O[CH2:40][CH3:41])C, predict the reaction product. The product is: [ClH:36].[ClH:36].[ClH:36].[N:31]1([CH:14]2[CH:13]([C:11]([NH2:10])=[O:12])[CH2:18][CH2:17][CH2:16][N:15]2[CH2:19][CH2:20][CH2:21][CH2:22][N:23]2[CH2:24][CH2:25][N:26]([CH3:29])[CH2:27][CH2:28]2)[C:30]2[C:18](=[CH:13][CH:11]=[CH:40][CH:41]=2)[CH:17]=[CH:16]1. (4) Given the reactants [Br:1][C:2]1[C:10]2[NH:9][CH:8]=[N:7][C:6]=2[CH:5]=[C:4]([NH2:11])[CH:3]=1, predict the reaction product. The product is: [Br:1][C:2]1[C:10]2[N:9]=[CH:8][NH:7][C:6]=2[CH:5]=[C:4]([NH:11][C:8]2[NH:9][CH2:10][CH2:6][N:7]=2)[CH:3]=1. (5) Given the reactants [CH:1]1[C:10]2[C:5](=[CH:6][CH:7]=[CH:8][CH:9]=2)[CH:4]=[C:3]([C:11]([NH:13][C:14]2[NH:18][C:17]3[CH:19]=[CH:20][C:21]([O:26][CH3:27])=[C:22]([C:23](O)=[O:24])[C:16]=3[N:15]=2)=[O:12])[N:2]=1.CN(C(ON1N=NC2C=CC=CC1=2)=[N+](C)C)C.F[P-](F)(F)(F)(F)F.CCN(C(C)C)C(C)C.Cl.[CH3:62][S:63]([C:66]1[CH:73]=[CH:72][C:69]([CH2:70][NH2:71])=[CH:68][CH:67]=1)(=[O:65])=[O:64], predict the reaction product. The product is: [CH3:62][S:63]([C:66]1[CH:73]=[CH:72][C:69]([CH2:70][NH:71][C:23]([C:22]2[C:16]3[NH:15][C:14]([NH:13][C:11]([C:3]4[N:2]=[CH:1][C:10]5[C:5]([CH:4]=4)=[CH:6][CH:7]=[CH:8][CH:9]=5)=[O:12])=[N:18][C:17]=3[CH:19]=[CH:20][C:21]=2[O:26][CH3:27])=[O:24])=[CH:68][CH:67]=1)(=[O:64])=[O:65]. (6) The product is: [Cl:16][C:17]1[CH:22]=[CH:21][CH:20]=[CH:19][C:18]=1[C:23]1[O:27][N:26]=[C:25]([C:28]([N:10]2[CH2:9][C@H:8]([CH2:11][CH:12]([CH3:14])[CH3:13])[NH:7][C:6](=[O:15])[C@@H:5]2[CH2:1][CH:2]([CH3:4])[CH3:3])=[O:29])[CH:24]=1. Given the reactants [CH2:1]([C@@H:5]1[NH:10][CH2:9][C@H:8]([CH2:11][CH:12]([CH3:14])[CH3:13])[NH:7][C:6]1=[O:15])[CH:2]([CH3:4])[CH3:3].[Cl:16][C:17]1[CH:22]=[CH:21][CH:20]=[CH:19][C:18]=1[C:23]1[O:27][N:26]=[C:25]([C:28](O)=[O:29])[CH:24]=1.C([C@@H]1N(C([C@@H]2C[C@H]2C2C=CC=CC=2)=O)C[C@H](CC(C)C)NC1=O)C(C)C, predict the reaction product. (7) Given the reactants [S:1](=[O:26])(=[O:25])([O:3][CH2:4][C@@H:5]1[C@@H:12]2[C@@H:8]([O:9][C:10]([CH3:14])([CH3:13])[O:11]2)[C@H:7]([N:15]2[CH:23]=[N:22][C:21]3[C:16]2=[N:17][CH:18]=[N:19][C:20]=3[Cl:24])[O:6]1)[NH2:2].CCN(C(C)C)C(C)C.[C:36](Cl)([C:49]1[CH:54]=[CH:53][CH:52]=[CH:51][CH:50]=1)([C:43]1[CH:48]=[CH:47][CH:46]=[CH:45][CH:44]=1)[C:37]1[CH:42]=[CH:41][CH:40]=[CH:39][CH:38]=1, predict the reaction product. The product is: [C:36]([NH:2][S:1](=[O:26])(=[O:25])[O:3][CH2:4][C@@H:5]1[C@@H:12]2[C@@H:8]([O:9][C:10]([CH3:13])([CH3:14])[O:11]2)[C@H:7]([N:15]2[CH:23]=[N:22][C:21]3[C:16]2=[N:17][CH:18]=[N:19][C:20]=3[Cl:24])[O:6]1)([C:37]1[CH:42]=[CH:41][CH:40]=[CH:39][CH:38]=1)([C:49]1[CH:50]=[CH:51][CH:52]=[CH:53][CH:54]=1)[C:43]1[CH:44]=[CH:45][CH:46]=[CH:47][CH:48]=1.